This data is from Full USPTO retrosynthesis dataset with 1.9M reactions from patents (1976-2016). The task is: Predict the reactants needed to synthesize the given product. (1) Given the product [CH3:13][O:12][C:10]1[CH:9]=[CH:8][N:7]=[C:6]([NH:48][CH2:47][C:46]2[CH:45]=[CH:44][CH:43]=[CH:50][CH:49]=2)[N:11]=1, predict the reactants needed to synthesize it. The reactants are: CN(C)CCN[C:6]1[N:11]=[C:10]([O:12][C:13]2C3C(=CC=CC=3)C(NC(NC3C=C(C(F)(F)F)C=CC=3OC)=O)=CC=2)[CH:9]=[C:8](C)[N:7]=1.CO[C:43]1[CH:50]=[CH:49][C:46]([CH2:47][NH2:48])=[CH:45][CH:44]=1.C(N(CC)CC)C.C(OCC)(=O)C. (2) The reactants are: C(OC([N:6]1[CH2:19][CH2:18][C:9]2[C:10]3[CH:15]=[N:14][C:13]([CH3:16])=[N:12][C:11]=3[S:17][C:8]=2[CH2:7]1)=O)C.O.[OH-].[Na+]. Given the product [CH3:16][C:13]1[N:14]=[CH:15][C:10]2[C:9]3[CH2:18][CH2:19][NH:6][CH2:7][C:8]=3[S:17][C:11]=2[N:12]=1, predict the reactants needed to synthesize it. (3) Given the product [F:25][C:26]1[CH:31]=[C:30]([N+:32]([O-:34])=[O:33])[CH:29]=[CH:28][C:27]=1[N:35]([CH2:36][C:44]([F:47])([F:46])[F:45])[C@H:39]([CH2:40][CH:41]([CH3:42])[CH3:43])[CH2:38][OH:37], predict the reactants needed to synthesize it. The reactants are: FC1C=C([N+]([O-])=O)C=CC=1N(CC(F)(F)F)O.CC(C)CCCO.[F:25][C:26]1[CH:31]=[C:30]([N+:32]([O-:34])=[O:33])[CH:29]=[CH:28][C:27]=1[N:35]1[C@H:39]([CH2:40][CH:41]([CH3:43])[CH3:42])[CH2:38][O:37][CH:36]1[C:44]([F:47])([F:46])[F:45].[SiH](CC)(CC)CC. (4) The reactants are: Br[C:2]1[CH:7]=[CH:6][CH:5]=[CH:4][C:3]=1[S:8]([CH2:11][CH2:12][CH2:13][S:14]([CH:17]1[CH2:22][CH2:21][CH2:20][CH2:19][CH2:18]1)(=[O:16])=[O:15])(=[O:10])=[O:9].[F:23][C:24]1[CH:29]=[C:28](B2OC(C)(C)C(C)(C)O2)[CH:27]=[CH:26][C:25]=1[C:39]1[CH:40]=[N:41][C:42]([NH2:45])=[N:43][CH:44]=1. Given the product [CH:17]1([S:14]([CH2:13][CH2:12][CH2:11][S:8]([C:3]2[CH:4]=[CH:5][CH:6]=[CH:7][C:2]=2[C:28]2[CH:27]=[CH:26][C:25]([C:39]3[CH:44]=[N:43][C:42]([NH2:45])=[N:41][CH:40]=3)=[C:24]([F:23])[CH:29]=2)(=[O:10])=[O:9])(=[O:16])=[O:15])[CH2:22][CH2:21][CH2:20][CH2:19][CH2:18]1, predict the reactants needed to synthesize it.